Dataset: Forward reaction prediction with 1.9M reactions from USPTO patents (1976-2016). Task: Predict the product of the given reaction. (1) Given the reactants [Cl:1][C:2]1[CH:3]=[C:4]([CH:7]=[CH:8][C:9]=1[Cl:10])[CH2:5]Br.[C:11]([O:15][C:16]([N:18]1[CH2:23][CH2:22][NH:21][CH2:20][CH2:19]1)=[O:17])([CH3:14])([CH3:13])[CH3:12].C(N(CC)CC)C.[OH-].[Na+], predict the reaction product. The product is: [C:11]([O:15][C:16]([N:18]1[CH2:23][CH2:22][N:21]([CH2:5][C:4]2[CH:7]=[CH:8][C:9]([Cl:10])=[C:2]([Cl:1])[CH:3]=2)[CH2:20][CH2:19]1)=[O:17])([CH3:14])([CH3:12])[CH3:13]. (2) The product is: [Cl:31][C:32]1[CH:33]=[CH:34][C:35]([C:38]2[CH:43]=[CH:42][C:41](/[C:44](/[CH3:48])=[CH:45]/[CH2:46][O:30][C:27]3[CH:26]=[CH:25][C:24]([CH2:23][C@H:17]([O:16][CH2:14][CH3:15])[C:18]([O:20][CH2:21][CH3:22])=[O:19])=[CH:29][CH:28]=3)=[CH:40][CH:39]=2)=[CH:36][CH:37]=1. Given the reactants C(P(CCCC)CCCC)CCC.[CH2:14]([O:16][C@@H:17]([CH2:23][C:24]1[CH:29]=[CH:28][C:27]([OH:30])=[CH:26][CH:25]=1)[C:18]([O:20][CH2:21][CH3:22])=[O:19])[CH3:15].[Cl:31][C:32]1[CH:37]=[CH:36][C:35]([C:38]2[CH:43]=[CH:42][C:41](/[C:44](/[CH3:48])=[CH:45]/[CH2:46]O)=[CH:40][CH:39]=2)=[CH:34][CH:33]=1, predict the reaction product. (3) Given the reactants [CH:1]1([NH:7][C:8]([C:10]2[CH:11]=[N:12][N:13]([C:19]3[CH:20]=[C:21]([CH:26]=[CH:27][CH:28]=3)[C:22]([O:24]C)=[O:23])[C:14]=2[S:15][CH2:16][CH2:17][CH3:18])=[O:9])[CH2:6][CH2:5][CH2:4][CH2:3][CH2:2]1.[OH-].[Na+], predict the reaction product. The product is: [CH:1]1([NH:7][C:8]([C:10]2[CH:11]=[N:12][N:13]([C:19]3[CH:20]=[C:21]([CH:26]=[CH:27][CH:28]=3)[C:22]([OH:24])=[O:23])[C:14]=2[S:15][CH2:16][CH2:17][CH3:18])=[O:9])[CH2:6][CH2:5][CH2:4][CH2:3][CH2:2]1. (4) Given the reactants [CH:1]1[C:9]2[C:8]3[CH:10]=[CH:11][CH:12]=[CH:13][C:7]=3[O:6][C:5]=2[C:4]([C:14]2[CH:15]=[C:16]([NH:21][C:22]3[CH:27]=[CH:26][CH:25]=[CH:24][CH:23]=3)[C:17]([NH2:20])=[CH:18][CH:19]=2)=[CH:3][CH:2]=1.BrC1C=C(C)C(C)=CC=1.C(=O)([O-])[O-].[K+].[K+].C[CH:44]([C:46]1[CH:51]=[C:50](C(C)C)[C:49](C2C(P(C3CCCCC3)C3CCCCC3)=C(OC)C=CC=2OC)=[C:48]([CH:78](C)C)[CH:47]=1)C, predict the reaction product. The product is: [CH:1]1[C:9]2[C:8]3[CH:10]=[CH:11][CH:12]=[CH:13][C:7]=3[O:6][C:5]=2[C:4]([C:14]2[CH:15]=[C:16]([NH:21][C:22]3[CH:27]=[CH:26][CH:25]=[CH:24][CH:23]=3)[C:17]([NH:20][C:50]3[CH:49]=[C:48]([CH3:78])[CH:47]=[C:46]([CH3:44])[CH:51]=3)=[CH:18][CH:19]=2)=[CH:3][CH:2]=1.